From a dataset of Full USPTO retrosynthesis dataset with 1.9M reactions from patents (1976-2016). Predict the reactants needed to synthesize the given product. (1) Given the product [CH2:13]([N:7]1[C:2](=[O:1])[CH:3]=[CH:4][CH:5]=[C:6]1[C:8]([OH:10])=[O:9])[C:14]1[CH:19]=[CH:18][CH:17]=[CH:16][CH:15]=1, predict the reactants needed to synthesize it. The reactants are: [OH:1][C:2]1[N:7]=[C:6]([C:8]([OH:10])=[O:9])[CH:5]=[CH:4][CH:3]=1.[OH-].[K+].[CH2:13](Br)[C:14]1[CH:19]=[CH:18][CH:17]=[CH:16][CH:15]=1.O. (2) The reactants are: NC1C=[C:6]([O:8]C)[CH:5]=CC=1CCO.ClC1C=C[C:17]([O:20]C)=[CH:16]C=1[N+]([O-])=O.NC1C=C(OC)C=CC=1C(CO)CO.[CH3:39][O:40][C:41]1[CH:46]=[CH:45][C:44]([CH:47]([CH2:50][OH:51])[CH2:48][OH:49])=[C:43]([N+:52]([O-:54])=[O:53])[CH:42]=1. Given the product [CH3:39][O:40][C:41]1[CH:46]=[CH:45][C:44]([CH:47]([C:48]([O:20][CH2:17][CH3:16])=[O:49])[C:50]([O:8][CH2:6][CH3:5])=[O:51])=[C:43]([N+:52]([O-:54])=[O:53])[CH:42]=1, predict the reactants needed to synthesize it. (3) Given the product [CH2:1]([O:8][C:18]1[CH:19]=[N:20][CH:21]=[C:16]([Cl:15])[N:17]=1)[C:2]1[CH:7]=[CH:6][CH:5]=[CH:4][CH:3]=1, predict the reactants needed to synthesize it. The reactants are: [CH2:1]([OH:8])[C:2]1[CH:7]=[CH:6][CH:5]=[CH:4][CH:3]=1.CC(C)([O-])C.[K+].[Cl:15][C:16]1[CH:21]=[N:20][CH:19]=[C:18](Cl)[N:17]=1. (4) Given the product [C:1]1([C@@H:7]([NH:9][C:10]2[N:15]=[C:14]([N:16]3[C:20]4[CH:21]=[CH:22][C:23]([NH:25][C:27](=[O:34])[C:28]5[CH:33]=[CH:32][CH:31]=[N:30][CH:29]=5)=[CH:24][C:19]=4[N:18]=[CH:17]3)[CH:13]=[N:12][CH:11]=2)[CH3:8])[CH:6]=[CH:5][CH:4]=[CH:3][CH:2]=1, predict the reactants needed to synthesize it. The reactants are: [C:1]1([C@@H:7]([NH:9][C:10]2[N:15]=[C:14]([N:16]3[C:20]4[CH:21]=[CH:22][C:23]([NH2:25])=[CH:24][C:19]=4[N:18]=[CH:17]3)[CH:13]=[N:12][CH:11]=2)[CH3:8])[CH:6]=[CH:5][CH:4]=[CH:3][CH:2]=1.Cl.[C:27](Cl)(=[O:34])[C:28]1[CH:33]=[CH:32][CH:31]=[N:30][CH:29]=1.